From a dataset of Full USPTO retrosynthesis dataset with 1.9M reactions from patents (1976-2016). Predict the reactants needed to synthesize the given product. (1) The reactants are: [C:1]([NH:9][C:10]1[S:11][CH2:12][C@@H:13]2[CH2:19][C@H:18]([C:20]([NH:22]CC(OC)OC)=[O:21])[O:17][CH2:16][C@:14]2([C:29]2[CH:34]=[CH:33][C:32]([F:35])=[CH:31][C:30]=2[F:36])[N:15]=1)(=[O:8])[C:2]1[CH:7]=[CH:6][CH:5]=[CH:4][CH:3]=1.N. Given the product [C:1]([NH:9][C:10]1[S:11][CH2:12][C@@H:13]2[CH2:19][C@H:18]([C:20]([NH2:22])=[O:21])[O:17][CH2:16][C@:14]2([C:29]2[CH:34]=[CH:33][C:32]([F:35])=[CH:31][C:30]=2[F:36])[N:15]=1)(=[O:8])[C:2]1[CH:7]=[CH:6][CH:5]=[CH:4][CH:3]=1, predict the reactants needed to synthesize it. (2) The reactants are: [C:1]([O:5][C:6]([NH:8][C:9]1[CH:10]=[C:11]([CH3:34])[C:12]([O:15][C:16]2[CH:21]=[C:20]([O:22][CH2:23][CH2:24][O:25][CH3:26])[CH:19]=[CH:18][C:17]=2/[CH:27]=[CH:28]/[C:29]([O:31]CC)=[O:30])=[N:13][CH:14]=1)=[O:7])([CH3:4])([CH3:3])[CH3:2].[OH-].[Na+]. Given the product [C:1]([O:5][C:6]([NH:8][C:9]1[CH:10]=[C:11]([CH3:34])[C:12]([O:15][C:16]2[CH:21]=[C:20]([O:22][CH2:23][CH2:24][O:25][CH3:26])[CH:19]=[CH:18][C:17]=2/[CH:27]=[CH:28]/[C:29]([OH:31])=[O:30])=[N:13][CH:14]=1)=[O:7])([CH3:4])([CH3:3])[CH3:2], predict the reactants needed to synthesize it. (3) Given the product [C:15]([O:14][C:12]([N:1]1[CH2:6][CH2:5][NH:4][CH:3]=[C:2]1[C:7]([O:9][CH2:10][CH3:11])=[O:8])=[O:13])([CH3:18])([CH3:17])[CH3:16], predict the reactants needed to synthesize it. The reactants are: [NH:1]1[CH2:6][CH2:5][NH:4][CH:3]=[C:2]1[C:7]([O:9][CH2:10][CH3:11])=[O:8].[C:12](O[C:12]([O:14][C:15]([CH3:18])([CH3:17])[CH3:16])=[O:13])([O:14][C:15]([CH3:18])([CH3:17])[CH3:16])=[O:13]. (4) Given the product [CH3:26][N:27]1[CH:31]2[CH2:30][CH2:29][CH:28]1[CH2:34][CH:33]([N:9]1[C:8](=[O:13])[C:7]([C:1]3[CH:6]=[CH:5][CH:4]=[CH:3][CH:2]=3)([C:14]3[CH:15]=[CH:16][CH:17]=[CH:18][CH:19]=3)[NH:11][C:10]1=[O:12])[CH2:32]2, predict the reactants needed to synthesize it. The reactants are: [C:1]1([C:7]2([C:14]3[CH:19]=[CH:18][CH:17]=[CH:16][CH:15]=3)[NH:11][C:10](=[O:12])[NH:9][C:8]2=[O:13])[CH:6]=[CH:5][CH:4]=[CH:3][CH:2]=1.C([O-])([O-])=O.[K+].[K+].[CH3:26][N:27]1[CH:31]2[CH2:32][CH:33](O)[CH2:34][CH:28]1[CH2:29][CH2:30]2. (5) Given the product [C:1]1([C:7]2[N:11]([S:12]([C:15]3[CH:16]=[CH:17][CH:18]=[CH:19][CH:20]=3)(=[O:13])=[O:14])[CH:10]=[C:9]([CH2:21][OH:22])[C:8]=2[CH2:25][CH2:26][CH3:27])[CH:2]=[CH:3][CH:4]=[CH:5][CH:6]=1, predict the reactants needed to synthesize it. The reactants are: [C:1]1([C:7]2[N:11]([S:12]([C:15]3[CH:20]=[CH:19][CH:18]=[CH:17][CH:16]=3)(=[O:14])=[O:13])[CH:10]=[C:9]([C:21](OC)=[O:22])[C:8]=2[CH2:25][CH2:26][CH3:27])[CH:6]=[CH:5][CH:4]=[CH:3][CH:2]=1.[H-].C([Al+]CC(C)C)C(C)C. (6) Given the product [F:1][C:2]1[CH:7]=[CH:6][C:5]([O:8][CH3:9])=[CH:4][C:3]=1[C:10]1[C:11]([O:18][CH2:19][CH:20]([CH3:21])[CH3:22])=[N:12][C:13]([C:16]([O:30][CH2:28][CH3:29])=[O:24])=[N:14][CH:15]=1, predict the reactants needed to synthesize it. The reactants are: [F:1][C:2]1[CH:7]=[CH:6][C:5]([O:8][CH3:9])=[CH:4][C:3]=1[C:10]1[C:11]([O:18][CH2:19][CH:20]([CH3:22])[CH3:21])=[N:12][C:13]([C:16]#N)=[N:14][CH:15]=1.S(=O)(=O)(O)[OH:24].[CH2:28]([OH:30])[CH3:29].